The task is: Predict the reaction yield, written as a fraction of the theoretical maximum amount of product (1.0 means a 100% yield; for example, 0.34 means a 34% yield).. This data is from Reaction yield outcomes from USPTO patents with 853,638 reactions. (1) The reactants are [CH2:1]([O:3][C:4]([C:6]1[C:11](Br)=[CH:10][CH:9]=[C:8]([O:13][C:14]2[CH:19]=[CH:18][C:17]([Br:20])=[C:16]([CH:21]=[O:22])[CH:15]=2)[N:7]=1)=[O:5])[CH3:2].[C:23]([Cu])#[N:24].C(OCC)(=O)C. The catalyst is CN(C=O)C. The product is [CH2:1]([O:3][C:4]([C:6]1[C:11]([C:23]#[N:24])=[CH:10][CH:9]=[C:8]([O:13][C:14]2[CH:19]=[CH:18][C:17]([Br:20])=[C:16]([CH:21]=[O:22])[CH:15]=2)[N:7]=1)=[O:5])[CH3:2]. The yield is 0.190. (2) The reactants are [NH2:1][C:2]1[CH:7]=[CH:6][C:5]([C:8]2[CH2:9][C@H:10]3[C:16](=O)[N:15](COCC[Si](C)(C)C)[C:14]4[CH:26]=[C:27]([O:32][CH2:33][CH2:34][CH2:35][O:36][C:37]5[C:38]([O:64][CH3:65])=[CH:39][C:40]6[C:46](=[O:47])[N:45]7[CH:48]=[C:49]([CH:51]8[CH2:53][CH2:52]8)[CH2:50][C@H:44]7[C:43](=O)[N:42](COCC[Si](C)(C)C)[C:41]=6[CH:63]=5)[C:28]([O:30][CH3:31])=[CH:29][C:13]=4[C:12](=[O:66])[N:11]3[CH:67]=2)=[CH:4][CH:3]=1.[Li+].[B-](CC)(CC)CC. The catalyst is C1COCC1. The product is [NH2:1][C:2]1[CH:3]=[CH:4][C:5]([C:8]2[CH2:9][C@H:10]3[CH:16]=[N:15][C:14]4[CH:26]=[C:27]([O:32][CH2:33][CH2:34][CH2:35][O:36][C:37]5[C:38]([O:64][CH3:65])=[CH:39][C:40]6[C:46](=[O:47])[N:45]7[CH:48]=[C:49]([CH:51]8[CH2:53][CH2:52]8)[CH2:50][C@H:44]7[CH:43]=[N:42][C:41]=6[CH:63]=5)[C:28]([O:30][CH3:31])=[CH:29][C:13]=4[C:12](=[O:66])[N:11]3[CH:67]=2)=[CH:6][CH:7]=1. The yield is 0.660. (3) The reactants are [Br:1][C:2]1[CH:7]=[CH:6][C:5]([N:8]2[C:12](=[O:13])[NH:11][N:10]=[CH:9]2)=[C:4]([F:14])[CH:3]=1.C(=O)([O-])[O-].[K+].[K+].Cl[CH2:22][C@H:23]1[CH2:27][O:26][C:25]([CH3:29])([CH3:28])[O:24]1. The catalyst is CN(C)C=O. The product is [Br:1][C:2]1[CH:7]=[CH:6][C:5]([N:8]2[C:12](=[O:13])[N:11]([CH2:22][C@H:23]3[CH2:27][O:26][C:25]([CH3:29])([CH3:28])[O:24]3)[N:10]=[CH:9]2)=[C:4]([F:14])[CH:3]=1. The yield is 0.187. (4) The yield is 0.425. The product is [C:1]([C:3]1[CH:4]=[CH:5][C:6]([C:9]2[CH:10]=[N:11][N:12]([C:15]3[CH:23]=[C:22]([CH3:24])[C:18]([C:19]([NH:26][CH3:25])=[O:20])=[CH:17][N:16]=3)[C:13]=2[OH:14])=[CH:7][CH:8]=1)#[N:2]. No catalyst specified. The reactants are [C:1]([C:3]1[CH:8]=[CH:7][C:6]([C:9]2[CH:10]=[N:11][N:12]([C:15]3[CH:23]=[C:22]([CH3:24])[C:18]([C:19](O)=[O:20])=[CH:17][N:16]=3)[C:13]=2[OH:14])=[CH:5][CH:4]=1)#[N:2].[CH3:25][N:26](C(ON1N=NC2C=CC=NC1=2)=[N+](C)C)C.F[P-](F)(F)(F)(F)F.C(N(CC)CC)C.CN. (5) The reactants are C([O:8][C:9]1[C:14]([CH3:15])=[CH:13][C:12]([C:16]2[N:17]=[CH:18][C:19]3[C:24]([CH:25]=2)=[CH:23][C:22]([O:26][CH3:27])=[CH:21][C:20]=3[O:28][CH3:29])=[CH:11][C:10]=1[CH3:30])C1C=CC=CC=1. The catalyst is [Pd].CO.C(OCC)(=O)C. The product is [CH3:27][O:26][C:22]1[CH:23]=[C:24]2[C:19](=[C:20]([O:28][CH3:29])[CH:21]=1)[CH:18]=[N:17][C:16]([C:12]1[CH:13]=[C:14]([CH3:15])[C:9]([OH:8])=[C:10]([CH3:30])[CH:11]=1)=[CH:25]2. The yield is 0.970. (6) The reactants are [ClH:1].FC1C=CC(CN)=C(N2C=NC=N2)C=1.[F:16][C:17]1[CH:24]=[C:23]([N:25]2[CH:29]=[N:28][CH:27]=[N:26]2)[CH:22]=[CH:21][C:18]=1[C:19]#[N:20]. No catalyst specified. The product is [ClH:1].[F:16][C:17]1[CH:24]=[C:23]([N:25]2[CH:29]=[N:28][CH:27]=[N:26]2)[CH:22]=[CH:21][C:18]=1[CH2:19][NH2:20]. The yield is 0.790. (7) The yield is 1.00. The product is [CH3:10][O:9][C:7]1[CH:8]=[C:3]([O:2][CH3:1])[C:4]([CH3:14])=[CH:5][C:6]=1[NH2:11]. The reactants are [CH3:1][O:2][C:3]1[CH:8]=[C:7]([O:9][CH3:10])[C:6]([N+:11]([O-])=O)=[CH:5][C:4]=1[CH3:14]. The catalyst is CCO.CCOC(C)=O.[Pd].